This data is from Forward reaction prediction with 1.9M reactions from USPTO patents (1976-2016). The task is: Predict the product of the given reaction. (1) Given the reactants [CH3:1][C:2]1[CH:7]=[CH:6][C:5]([SH:8])=[CH:4][CH:3]=1.[OH-:9].[Na+].I[CH2:12][CH2:13][CH3:14].ClC1C=CC=C(C(OO)=[O:23])C=1, predict the reaction product. The product is: [CH3:1][C:2]1[CH:7]=[CH:6][C:5]([S:8]([CH2:12][CH2:13][CH3:14])(=[O:23])=[O:9])=[CH:4][CH:3]=1. (2) Given the reactants [C:1]1([S:7][CH2:8][CH2:9][N:10]([CH2:23][C:24]([F:27])([F:26])[F:25])[C:11]2[CH:18]=[CH:17][C:14]([C:15]#[N:16])=[C:13]([C:19]([F:22])([F:21])[F:20])[CH:12]=2)[CH:6]=[CH:5][CH:4]=[CH:3][CH:2]=1.[OH:28]OS([O-])=O.[K+].[OH2:34], predict the reaction product. The product is: [C:1]1([S:7]([CH2:8][CH2:9][N:10]([CH2:23][C:24]([F:27])([F:25])[F:26])[C:11]2[CH:18]=[CH:17][C:14]([C:15]#[N:16])=[C:13]([C:19]([F:20])([F:21])[F:22])[CH:12]=2)(=[O:28])=[O:34])[CH:2]=[CH:3][CH:4]=[CH:5][CH:6]=1. (3) The product is: [Cl:27][C:20]1[CH:19]=[CH:18][C:17]([NH:16][C:13]([CH:11]2[CH2:10][S:9][C:8]([C:5]3[CH:4]=[CH:3][C:2]([Cl:1])=[CH:7][CH:6]=3)=[N:12]2)=[O:15])=[CH:22][C:21]=1[C:23]([F:24])([F:25])[F:26]. Given the reactants [Cl:1][C:2]1[CH:7]=[CH:6][C:5]([C:8]2[S:9][CH2:10][CH:11]([C:13]([OH:15])=O)[N:12]=2)=[CH:4][CH:3]=1.[NH2:16][C:17]1[CH:18]=[CH:19][C:20]([Cl:27])=[C:21]([C:23]([F:26])([F:25])[F:24])[CH:22]=1.CCN(C(C)C)C(C)C.C1CN([P+](Br)(N2CCCC2)N2CCCC2)CC1.F[P-](F)(F)(F)(F)F, predict the reaction product. (4) Given the reactants [C:1]1([C:7]2[CH:16]=[CH:15][C:14]3[C:9](=[CH:10][C:11]([OH:17])=[CH:12][CH:13]=3)[N:8]=2)[CH:6]=[CH:5][CH:4]=[CH:3][CH:2]=1.N1C=CC=CC=1.[S:24](O[S:24]([C:27]([F:30])([F:29])[F:28])(=[O:26])=[O:25])([C:27]([F:30])([F:29])[F:28])(=[O:26])=[O:25].O, predict the reaction product. The product is: [C:1]1([C:7]2[CH:16]=[CH:15][C:14]3[C:9](=[CH:10][C:11]([O:17][S:24]([C:27]([F:30])([F:29])[F:28])(=[O:26])=[O:25])=[CH:12][CH:13]=3)[N:8]=2)[CH:2]=[CH:3][CH:4]=[CH:5][CH:6]=1. (5) The product is: [Br:1][C:2]1[S:6][C:5]([C:7](/[C:8](=[CH:19]/[C:18]2[CH:21]=[CH:22][C:15]([Cl:14])=[CH:16][CH:17]=2)/[C:9]([O:11][CH3:12])=[O:10])=[O:13])=[CH:4][CH:3]=1. Given the reactants [Br:1][C:2]1[S:6][C:5]([C:7](=[O:13])[CH2:8][C:9]([O:11][CH3:12])=[O:10])=[CH:4][CH:3]=1.[Cl:14][C:15]1[CH:22]=[CH:21][C:18]([CH:19]=O)=[CH:17][CH:16]=1.N1CCCCC1.C1C=CC=CC=1.C(O)(=O)C, predict the reaction product. (6) Given the reactants [CH3:1][O:2][C:3](=[O:24])[C:4]1[CH:9]=[CH:8][C:7]([CH2:10][NH:11][C:12]2[CH:17]=[CH:16][C:15]([CH:18]3[CH2:23][CH2:22][CH2:21][CH2:20][CH2:19]3)=[CH:14][CH:13]=2)=[CH:6][CH:5]=1.[C:25]([O:29][C:30](O[C:30]([O:29][C:25]([CH3:28])([CH3:27])[CH3:26])=[O:31])=[O:31])([CH3:28])([CH3:27])[CH3:26], predict the reaction product. The product is: [CH3:1][O:2][C:3](=[O:24])[C:4]1[CH:5]=[CH:6][C:7]([CH2:10][N:11]([C:30]([O:29][C:25]([CH3:28])([CH3:27])[CH3:26])=[O:31])[C:12]2[CH:13]=[CH:14][C:15]([CH:18]3[CH2:23][CH2:22][CH2:21][CH2:20][CH2:19]3)=[CH:16][CH:17]=2)=[CH:8][CH:9]=1. (7) Given the reactants O=C1C2C(=CC=CC=2)C(=O)[N:3]1[CH:12]([CH2:25][O:26][CH:27]([CH3:29])[CH3:28])[CH2:13][NH:14][C:15](=[O:24])[O:16][CH2:17][C:18]1[CH:23]=[CH:22][CH:21]=[CH:20][CH:19]=1.CN, predict the reaction product. The product is: [NH2:3][CH:12]([CH2:25][O:26][CH:27]([CH3:29])[CH3:28])[CH2:13][NH:14][C:15](=[O:24])[O:16][CH2:17][C:18]1[CH:23]=[CH:22][CH:21]=[CH:20][CH:19]=1. (8) The product is: [CH3:71][O:72][C:2]([C:10]1[CH:58]=[CH:57][C:43]2[CH2:44][C@@H:45]3[C@@H:55]([CH3:56])[C@:41]([CH3:40])([C:42]=2[CH:60]=1)[CH2:48][CH2:47][N:46]3[C:49](=[O:54])[C:50]([F:53])([F:52])[F:51])=[O:74]. Given the reactants C[C:2]1([CH3:10])CCCC(C)(C)N1.C1(P(C2C=CC=CC=2)CCCP(C2C=CC=CC=2)C2C=CC=CC=2)C=CC=CC=1.[CH3:40][C@:41]12[C@H:55]([CH3:56])[C@H:45]([N:46]([C:49](=[O:54])[C:50]([F:53])([F:52])[F:51])[CH2:47][CH2:48]1)[CH2:44][C:43]1[CH:57]=[CH:58]C(OS(C(F)(F)F)(=O)=O)=[CH:60][C:42]2=1.CN(C)[CH:71]=[O:72].[OH2:74], predict the reaction product. (9) Given the reactants ClC(Cl)(O[C:5](=[O:11])OC(Cl)(Cl)Cl)Cl.[Br:13][C:14]1[C:15]([NH:28][NH2:29])=[N:16][CH:17]=[CH:18][C:19]=1[C:20]1[CH:27]=[CH:26][C:23]([C:24]#[N:25])=[CH:22][CH:21]=1, predict the reaction product. The product is: [Br:13][C:14]1[C:15]2[N:16]([C:5](=[O:11])[NH:29][N:28]=2)[CH:17]=[CH:18][C:19]=1[C:20]1[CH:27]=[CH:26][C:23]([C:24]#[N:25])=[CH:22][CH:21]=1.